This data is from Peptide-MHC class II binding affinity with 134,281 pairs from IEDB. The task is: Regression. Given a peptide amino acid sequence and an MHC pseudo amino acid sequence, predict their binding affinity value. This is MHC class II binding data. (1) The peptide sequence is EAIIRILQQLLFIHF. The MHC is HLA-DQA10501-DQB10201 with pseudo-sequence HLA-DQA10501-DQB10201. The binding affinity (normalized) is 0.165. (2) The peptide sequence is SLFSLLLVIISHNLG. The MHC is H-2-IAb with pseudo-sequence H-2-IAb. The binding affinity (normalized) is 0.0718.